Predict the reactants needed to synthesize the given product. From a dataset of Full USPTO retrosynthesis dataset with 1.9M reactions from patents (1976-2016). Given the product [NH2:1][C:2]1[C:3]([C:9]2[CH:18]=[CH:17][C:12]([C:13]([O:15][CH3:16])=[O:14])=[C:11]([F:19])[CH:10]=2)=[N:4][C:5]([C:34]2[CH:35]=[N:36][NH:37][CH:38]=2)=[CH:6][N:7]=1, predict the reactants needed to synthesize it. The reactants are: [NH2:1][C:2]1[C:3]([C:9]2[CH:18]=[CH:17][C:12]([C:13]([O:15][CH3:16])=[O:14])=[C:11]([F:19])[CH:10]=2)=[N:4][C:5](Br)=[CH:6][N:7]=1.C(=O)([O-])[O-].[Na+].[Na+].CC1(C)C(C)(C)OB([C:34]2[CH:35]=[N:36][N:37](C(OC(C)(C)C)=O)[CH:38]=2)O1.